Task: Predict the reaction yield, written as a fraction of the theoretical maximum amount of product (1.0 means a 100% yield; for example, 0.34 means a 34% yield).. Dataset: Reaction yield outcomes from USPTO patents with 853,638 reactions (1) The reactants are Br[C:2]1[CH:3]=[C:4]([C:7]2[CH:12]=[CH:11][CH:10]=[C:9]([O:13][CH3:14])[CH:8]=2)[S:5][CH:6]=1.[CH3:15][O:16][C:17]1[CH:22]=[CH:21][C:20](B(O)O)=[CH:19][CH:18]=1. The catalyst is CCCCCC.C(OCC)(=O)C. The product is [CH3:15][O:16][C:17]1[CH:22]=[CH:21][C:20]([C:2]2[CH:3]=[C:4]([C:7]3[CH:12]=[CH:11][CH:10]=[C:9]([O:13][CH3:14])[CH:8]=3)[S:5][CH:6]=2)=[CH:19][CH:18]=1. The yield is 0.220. (2) The reactants are Br[C:2]1[C:7]2=[N:8][C:9]([C:12]([NH:14][CH:15]([C:17]([OH:20])([CH3:19])[CH3:18])[CH3:16])=[O:13])=[CH:10][N:11]=[C:6]2[CH:5]=[N:4][CH:3]=1.[Cl:21][C:22]1[CH:27]=[C:26]([Cl:28])[CH:25]=[CH:24][C:23]=1B(O)O.C(=O)([O-])[O-].[Cs+].[Cs+].O1CCOCC1. The catalyst is C1(P([C-]2C=CC=C2)C2C=CC=CC=2)C=CC=CC=1.[C-]1(P(C2C=CC=CC=2)C2C=CC=CC=2)C=CC=C1.[Fe+2].[Pd](Cl)Cl.O. The product is [Cl:21][C:22]1[CH:27]=[C:26]([Cl:28])[CH:25]=[CH:24][C:23]=1[C:2]1[C:7]2=[N:8][C:9]([C:12]([NH:14][CH:15]([C:17]([OH:20])([CH3:19])[CH3:18])[CH3:16])=[O:13])=[CH:10][N:11]=[C:6]2[CH:5]=[N:4][CH:3]=1. The yield is 0.690. (3) The reactants are N(C(C)C)C(C)C.[Li]CCCC.CC(C)=O.C(=O)=O.[CH2:20]([N:24]1[C:32]2[C:27](=[CH:28][CH:29]=[C:30]([O:33][CH3:34])[CH:31]=2)[C:26]([C:35]#[N:36])=[CH:25]1)[CH2:21][CH2:22][CH3:23].B(OC)(OC)OC.I[C:45]1[CH:51]=[CH:50][C:48]([NH2:49])=[CH:47][CH:46]=1. The catalyst is C1COCC1.CN(C=O)C. The product is [NH2:49][C:48]1[CH:50]=[CH:51][C:45]([C:25]2[N:24]([CH2:20][CH2:21][CH2:22][CH3:23])[C:32]3[C:27]([C:26]=2[C:35]#[N:36])=[CH:28][CH:29]=[C:30]([O:33][CH3:34])[CH:31]=3)=[CH:46][CH:47]=1. The yield is 0.860. (4) The reactants are [C:1]([CH2:3][C:4]([O:6][CH2:7][CH3:8])=[O:5])#[N:2].C([O-])(=O)C.[NH4+].C(O)(=O)C.[C:18]([N:25]1[CH2:30][CH2:29][C:28](=O)[CH2:27][CH2:26]1)([O:20][C:21]([CH3:24])([CH3:23])[CH3:22])=[O:19]. The catalyst is C1(C)C=CC=CC=1. The product is [C:1]([C:3](=[C:28]1[CH2:29][CH2:30][N:25]([C:18]([O:20][C:21]([CH3:24])([CH3:23])[CH3:22])=[O:19])[CH2:26][CH2:27]1)[C:4]([O:6][CH2:7][CH3:8])=[O:5])#[N:2]. The yield is 0.640. (5) The reactants are [CH3:1][Si:2]([C:5]#[CH:6])([CH3:4])[CH3:3].[Li]CCCC.[CH2:12]([O:14][C:15]([CH:17]1[CH2:22][C:21](=[O:23])[CH2:20][CH2:19][O:18]1)=[O:16])[CH3:13]. The catalyst is C1COCC1. The product is [CH2:12]([O:14][C:15]([CH:17]1[CH2:22][C:21]([OH:23])([C:6]#[C:5][Si:2]([CH3:4])([CH3:3])[CH3:1])[CH2:20][CH2:19][O:18]1)=[O:16])[CH3:13]. The yield is 0.610.